From a dataset of Reaction yield outcomes from USPTO patents with 853,638 reactions. Predict the reaction yield, written as a fraction of the theoretical maximum amount of product (1.0 means a 100% yield; for example, 0.34 means a 34% yield). (1) The reactants are [Cl:1][C:2]1[C:10]2[N:9]=[C:8]([NH:11][C:12]3[C:17]([CH3:18])=[CH:16][C:15]([Cl:19])=[CH:14][C:13]=3[O:20][CH3:21])[N:7]([CH3:22])[C:6]=2[C:5]([C:23]([O:25]C)=O)=[CH:4][CH:3]=1.CC[CH2:29][CH2:30][CH3:31].[CH:32]([Li])([CH3:34])[CH3:33]. The catalyst is C(OCC)C. The product is [Cl:1][C:2]1[C:10]2[N:9]=[C:8]([NH:11][C:12]3[C:17]([CH3:18])=[CH:16][C:15]([Cl:19])=[CH:14][C:13]=3[O:20][CH3:21])[N:7]([CH3:22])[C:6]=2[C:5]([C:23]([OH:25])([CH:30]([CH3:29])[CH3:31])[CH:32]([CH3:34])[CH3:33])=[CH:4][CH:3]=1. The yield is 0.680. (2) The reactants are [C:1]12([C:11]3[CH:22]=[CH:21][C:14]([O:15][CH2:16][CH2:17][C:18]([OH:20])=O)=[CH:13][CH:12]=3)[CH2:10][CH:5]3[CH2:6][CH:7]([CH2:9][CH:3]([CH2:4]3)[CH2:2]1)[CH2:8]2.[CH3:23][N:24]([CH3:28])[CH2:25][CH2:26][NH2:27]. No catalyst specified. The product is [C:1]12([C:11]3[CH:12]=[CH:13][C:14]([O:15][CH2:16][CH2:17][C:18]([NH:27][CH2:26][CH2:25][N:24]([CH3:28])[CH3:23])=[O:20])=[CH:21][CH:22]=3)[CH2:8][CH:7]3[CH2:9][CH:3]([CH2:4][CH:5]([CH2:6]3)[CH2:10]1)[CH2:2]2. The yield is 0.914. (3) The reactants are [CH3:1][C:2]1[CH:7]=[CH:6][C:5]([NH:8][NH2:9])=[CH:4][C:3]=1[C:10]([F:13])([F:12])[F:11].[CH3:14][CH2:15][O:16][C:17]([CH:19]([C:23]([CH3:25])=O)[C:20]([CH3:22])=O)=[O:18]. No catalyst specified. The product is [CH2:15]([O:16][C:17]([C:19]1[C:20]([CH3:22])=[N:9][N:8]([C:5]2[CH:6]=[CH:7][C:2]([CH3:1])=[C:3]([C:10]([F:11])([F:12])[F:13])[CH:4]=2)[C:23]=1[CH3:25])=[O:18])[CH3:14]. The yield is 0.960.